From a dataset of CYP3A4 inhibition data for predicting drug metabolism from PubChem BioAssay. Regression/Classification. Given a drug SMILES string, predict its absorption, distribution, metabolism, or excretion properties. Task type varies by dataset: regression for continuous measurements (e.g., permeability, clearance, half-life) or binary classification for categorical outcomes (e.g., BBB penetration, CYP inhibition). Dataset: cyp3a4_veith. (1) The molecule is CCOCC(=O)Nc1cc(C(F)(F)F)ccc1Oc1cccc(Br)c1. The result is 0 (non-inhibitor). (2) The molecule is O=c1c(CCc2ccccc2)nc2cnc(Oc3cccc(Cl)c3)nc2n1C[C@H]1CCCO1. The result is 1 (inhibitor). (3) The molecule is CCOc1ccc(NC(=O)C(C)Oc2ccccc2C(=O)Nc2ccc(C)c(Cl)c2)cc1. The result is 1 (inhibitor). (4) The compound is COc1ccccc1CC(=O)Nc1cc2oc3ccccc3c2cc1OC. The result is 1 (inhibitor). (5) The compound is Cc1cc(C)c(NC(=O)C(C)Sc2nnc(-c3ccco3)n2-c2ccccc2)c(C)c1. The result is 1 (inhibitor).